This data is from Catalyst prediction with 721,799 reactions and 888 catalyst types from USPTO. The task is: Predict which catalyst facilitates the given reaction. (1) Reactant: [BH4-].[Na+].[N+:3]([C:6]1[CH:7]=[C:8]2[CH:14]=[C:13]([CH:15]=[O:16])[N:12]([S:17]([C:20]3[CH:25]=[CH:24][CH:23]=[CH:22][CH:21]=3)(=[O:19])=[O:18])[C:9]2=[N:10][CH:11]=1)([O-:5])=[O:4].O.C(OCC)(=O)C. Product: [N+:3]([C:6]1[CH:7]=[C:8]2[CH:14]=[C:13]([CH2:15][OH:16])[N:12]([S:17]([C:20]3[CH:21]=[CH:22][CH:23]=[CH:24][CH:25]=3)(=[O:18])=[O:19])[C:9]2=[N:10][CH:11]=1)([O-:5])=[O:4]. The catalyst class is: 36. (2) Reactant: [F:1][C:2]1[CH:10]=[C:9]2[C:5]([C:6]([C:20]3[CH:30]=[CH:29][C:23]4[N:24]=[C:25]([CH:27]=[CH2:28])[O:26][C:22]=4[CH:21]=3)=[CH:7][N:8]2S(C2C=CC=CC=2)(=O)=O)=[CH:4][CH:3]=1.[OH-].[Na+].[NH:33]1[CH2:38][CH2:37][NH:36][CH2:35][CH2:34]1. Product: [F:1][C:2]1[CH:10]=[C:9]2[C:5]([C:6]([C:20]3[CH:30]=[CH:29][C:23]4[N:24]=[C:25]([CH2:27][CH2:28][N:33]5[CH2:38][CH2:37][NH:36][CH2:35][CH2:34]5)[O:26][C:22]=4[CH:21]=3)=[CH:7][NH:8]2)=[CH:4][CH:3]=1. The catalyst class is: 5. (3) Reactant: Br[CH2:2][CH2:3][CH2:4][CH2:5][C:6]([CH3:18])([C:12]1[CH:17]=[CH:16][CH:15]=[CH:14][CH:13]=1)[C:7]([O:9][CH2:10][CH3:11])=[O:8].N[C:20](N)=[S:21].[OH-:23].[K+]. Product: [CH2:10]([O:9][C:7](=[O:8])[C:6]([CH3:18])([C:12]1[CH:17]=[CH:16][CH:15]=[CH:14][CH:13]=1)[CH2:5][CH2:4][CH2:3][CH2:2][S:21][CH2:20][CH2:3][CH2:4][CH2:5][C:6]([C:7]([O:9][CH2:10][CH3:11])=[O:23])([C:12]1[CH:13]=[CH:14][CH:15]=[CH:16][CH:17]=1)[CH3:18])[CH3:11]. The catalyst class is: 8. (4) Reactant: [F:1][C:2]1[CH:7]=[CH:6][C:5]([F:8])=[CH:4][C:3]=1[C:9]1[CH:14]=[C:13]([NH:15][C:16]2[CH:21]=[CH:20][N:19]=[C:18]3[CH:22]=[N:23][N:24](COCC[Si](C)(C)C)[C:17]=23)[CH:12]=[CH:11][N:10]=1.FC1C=CC(F)=CC=1C1C=C(NC2C3C(=CN(COCC[Si](C)(C)C)N=3)N=CC=2)C=CN=1.[F:65][C:66]([F:71])([F:70])[C:67]([OH:69])=[O:68]. Product: [F:1][C:2]1[CH:7]=[CH:6][C:5]([F:8])=[CH:4][C:3]=1[C:9]1[CH:14]=[C:13]([NH:15][C:16]2[CH:21]=[CH:20][N:19]=[C:18]3[CH:22]=[N:23][NH:24][C:17]=23)[CH:12]=[CH:11][N:10]=1.[C:67]([OH:69])([C:66]([F:71])([F:70])[F:65])=[O:68]. The catalyst class is: 520. (5) Reactant: Cl[CH2:2][C:3]1[S:7][C:6]([C:8]([F:11])([F:10])[F:9])=[C:5]([C:12]2[CH:17]=[CH:16][CH:15]=[CH:14][CH:13]=2)[CH:4]=1.[CH3:18][O:19][C:20](=[O:36])[CH2:21][CH2:22][C:23]([N:25]1[C:34]2[C:29](=[CH:30][C:31]([OH:35])=[CH:32][CH:33]=2)[CH2:28][CH2:27][CH2:26]1)=[O:24].C(=O)([O-])[O-].[K+].[K+]. Product: [CH3:18][O:19][C:20](=[O:36])[CH2:21][CH2:22][C:23](=[O:24])[N:25]1[C:34]2[C:29](=[CH:30][C:31]([O:35][CH2:2][C:3]3[S:7][C:6]([C:8]([F:11])([F:10])[F:9])=[C:5]([C:12]4[CH:17]=[CH:16][CH:15]=[CH:14][CH:13]=4)[CH:4]=3)=[CH:32][CH:33]=2)[CH2:28][CH2:27][CH2:26]1. The catalyst class is: 3. (6) Reactant: [Cl:1][C:2]1[CH:7]=[CH:6][C:5]([C:8]2[N:9]=[C:10]([CH2:24][N:25]3[N:29]=[N:28][CH:27]=[N:26]3)[C:11]([C:21]([OH:23])=[O:22])=[N:12][C:13]=2[C:14]2[CH:19]=[CH:18][C:17]([Cl:20])=[CH:16][CH:15]=2)=[CH:4][CH:3]=1.[C:30](OC(O[C:30]([CH3:33])([CH3:32])[CH3:31])N(C)C)([CH3:33])([CH3:32])[CH3:31].O.C(OCC)C. Product: [Cl:1][C:2]1[CH:3]=[CH:4][C:5]([C:8]2[N:9]=[C:10]([CH2:24][N:25]3[N:29]=[N:28][CH:27]=[N:26]3)[C:11]([C:21]([O:23][C:30]([CH3:33])([CH3:32])[CH3:31])=[O:22])=[N:12][C:13]=2[C:14]2[CH:15]=[CH:16][C:17]([Cl:20])=[CH:18][CH:19]=2)=[CH:6][CH:7]=1. The catalyst class is: 11.